From a dataset of Catalyst prediction with 721,799 reactions and 888 catalyst types from USPTO. Predict which catalyst facilitates the given reaction. (1) Reactant: [Br:1][CH2:2][CH2:3][CH2:4]Br.C(=O)([O-])[O-].[Cs+].[Cs+].CN(C=O)C.[Cl:17][C:18]1[CH:23]=[CH:22][C:21]([N+:24]([O-:26])=[O:25])=[CH:20][C:19]=1[OH:27]. Product: [Br:1][CH2:2][CH2:3][CH2:4][O:27][C:19]1[CH:20]=[C:21]([N+:24]([O-:26])=[O:25])[CH:22]=[CH:23][C:18]=1[Cl:17]. The catalyst class is: 6. (2) Product: [CH3:22][C:14]1[C:15]2[N:16]([C:18]([NH2:21])=[N:19][N:20]=2)[N:17]=[C:12]([O:7][CH2:6][C:2]2([CH3:1])[CH2:5][O:4][CH2:3]2)[CH:13]=1. Reactant: [CH3:1][C:2]1([CH2:6][OH:7])[CH2:5][O:4][CH2:3]1.[H-].[Na+].Br.Cl[C:12]1[CH:13]=[C:14]([CH3:22])[C:15]2[N:16]([C:18]([NH2:21])=[N:19][N:20]=2)[N:17]=1.O. The catalyst class is: 3.